This data is from Full USPTO retrosynthesis dataset with 1.9M reactions from patents (1976-2016). The task is: Predict the reactants needed to synthesize the given product. (1) Given the product [Cl:1][C:2]1[CH:11]=[CH:10][C:9]2[N:8]=[CH:7][C:6]3[CH2:12][O:13][C:39](=[O:41])[N:14]([C:15]4[CH:20]=[CH:19][C:18]([N:21]5[CH2:22][CH2:23][N:24]([C:27]([O:29][C:30]([CH3:33])([CH3:32])[CH3:31])=[O:28])[CH2:25][CH2:26]5)=[C:17]([C:34]([F:37])([F:35])[F:36])[CH:16]=4)[C:5]=3[C:4]=2[CH:3]=1, predict the reactants needed to synthesize it. The reactants are: [Cl:1][C:2]1[CH:3]=[C:4]2[C:9](=[CH:10][CH:11]=1)[N:8]=[CH:7][C:6]([CH2:12][OH:13])=[C:5]2[NH:14][C:15]1[CH:20]=[CH:19][C:18]([N:21]2[CH2:26][CH2:25][N:24]([C:27]([O:29][C:30]([CH3:33])([CH3:32])[CH3:31])=[O:28])[CH2:23][CH2:22]2)=[C:17]([C:34]([F:37])([F:36])[F:35])[CH:16]=1.Cl[C:39](Cl)([O:41]C(=O)OC(Cl)(Cl)Cl)Cl.CCN(CC)CC. (2) Given the product [Si:3]([O:10][CH:11]([C:13]1[CH:14]=[CH:15][C:16]([CH3:27])=[C:17]([N:19]([CH3:28])[C:20](=[O:26])[O:21][C:22]([CH3:25])([CH3:24])[CH3:23])[CH:18]=1)[CH3:12])([C:6]([CH3:8])([CH3:9])[CH3:7])([CH3:5])[CH3:4], predict the reactants needed to synthesize it. The reactants are: [H-].[Na+].[Si:3]([O:10][CH:11]([C:13]1[CH:14]=[CH:15][C:16]([CH3:27])=[C:17]([NH:19][C:20](=[O:26])[O:21][C:22]([CH3:25])([CH3:24])[CH3:23])[CH:18]=1)[CH3:12])([C:6]([CH3:9])([CH3:8])[CH3:7])([CH3:5])[CH3:4].[CH3:28]I. (3) The reactants are: [Br:1][C:2]1[CH:3]=[C:4]([C:19]([OH:21])=O)[CH:5]=[C:6]2[C:11]=1[O:10][C:9]([N:12]1[CH2:17][CH2:16][O:15][CH2:14][CH2:13]1)=[CH:8][C:7]2=[O:18].CCN(C(C)C)C(C)C.[NH:31]1[CH2:36][CH2:35][O:34][CH2:33][CH2:32]1.O. Given the product [Br:1][C:2]1[CH:3]=[C:4]([C:19]([N:31]2[CH2:36][CH2:35][O:34][CH2:33][CH2:32]2)=[O:21])[CH:5]=[C:6]2[C:11]=1[O:10][C:9]([N:12]1[CH2:17][CH2:16][O:15][CH2:14][CH2:13]1)=[CH:8][C:7]2=[O:18], predict the reactants needed to synthesize it. (4) Given the product [C:26]([O:29][C:31](=[O:34])[NH:3][CH2:2][CH2:6][CH2:5][N:8]1[C:9]2[CH:10]=[CH:11][C:12]([N+:15]([O-:17])=[O:16])=[CH:13][C:14]=2[C:5]2=[N:4][N:3]([CH:19]3[CH2:24][CH2:23][CH2:22][CH2:21][O:20]3)[C:2]([CH3:1])=[C:6]2[C:7]1=[O:18])([CH3:28])([CH3:27])[CH3:25], predict the reactants needed to synthesize it. The reactants are: [CH3:1][C:2]1[N:3]([CH:19]2[CH2:24][CH2:23][CH2:22][CH2:21][O:20]2)[N:4]=[C:5]2[C:14]3[CH:13]=[C:12]([N+:15]([O-:17])=[O:16])[CH:11]=[CH:10][C:9]=3[NH:8][C:7](=[O:18])[C:6]=12.[CH3:25][C:26]([O-:29])([CH3:28])[CH3:27].[K+].[C:31]([O-:34])([O-])=O.[K+].[K+]. (5) Given the product [CH2:15]([N:22]1[CH2:26][CH2:25][C:24]([C:2]2[CH:7]=[CH:6][CH:5]=[C:4]([F:8])[C:3]=2[F:9])([OH:27])[CH2:23]1)[C:16]1[CH:17]=[CH:18][CH:19]=[CH:20][CH:21]=1, predict the reactants needed to synthesize it. The reactants are: Br[C:2]1[CH:7]=[CH:6][CH:5]=[C:4]([F:8])[C:3]=1[F:9].C([Li])CCC.[CH2:15]([N:22]1[CH2:26][CH2:25][C:24](=[O:27])[CH2:23]1)[C:16]1[CH:21]=[CH:20][CH:19]=[CH:18][CH:17]=1.[Cl-].[NH4+]. (6) Given the product [CH3:22][C:21]1[C:16]([N:13]2[CH2:14][CH2:15][N:10]([C:8]([C:5]3[CH:6]=[CH:7][C:2]([N:34]4[CH:35]([CH3:37])[CH2:36][N:32]([CH2:31][C:30]5[CH:39]=[CH:40][C:27]([O:26][CH3:25])=[CH:28][CH:29]=5)[C:33]4=[O:38])=[CH:3][C:4]=3[CH3:24])=[O:9])[CH2:11][CH2:12]2)=[N:17][CH:18]=[C:19]([CH3:23])[CH:20]=1, predict the reactants needed to synthesize it. The reactants are: Br[C:2]1[CH:7]=[CH:6][C:5]([C:8]([N:10]2[CH2:15][CH2:14][N:13]([C:16]3[C:21]([CH3:22])=[CH:20][C:19]([CH3:23])=[CH:18][N:17]=3)[CH2:12][CH2:11]2)=[O:9])=[C:4]([CH3:24])[CH:3]=1.[CH3:25][O:26][C:27]1[CH:40]=[CH:39][C:30]([CH2:31][N:32]2[CH2:36][CH:35]([CH3:37])[NH:34][C:33]2=[O:38])=[CH:29][CH:28]=1. (7) Given the product [CH2:17]([NH:19][C:14](=[O:16])[CH2:13][CH2:12][C:8]1[CH:9]=[N:10][O:11][C:7]=1[C:1]1[CH:2]=[CH:3][CH:4]=[CH:5][CH:6]=1)[CH3:18], predict the reactants needed to synthesize it. The reactants are: [C:1]1([C:7]2[O:11][N:10]=[CH:9][C:8]=2[CH2:12][CH2:13][C:14]([OH:16])=O)[CH:6]=[CH:5][CH:4]=[CH:3][CH:2]=1.[CH2:17]([N:19](CC)CC)[CH3:18].C(Cl)(=O)OCC.C(N)C.